This data is from Full USPTO retrosynthesis dataset with 1.9M reactions from patents (1976-2016). The task is: Predict the reactants needed to synthesize the given product. Given the product [Cl:1][C:2]1[CH:6]=[C:5]([C:7]([O:9][CH3:10])=[O:8])[N:4]([C:11]2[CH:12]=[N:13][CH:14]=[CH:15][CH:16]=2)[N:3]=1, predict the reactants needed to synthesize it. The reactants are: [Cl:1][C:2]1[CH2:6][CH:5]([C:7]([O:9][CH3:10])=[O:8])[N:4]([C:11]2[CH:12]=[N:13][CH:14]=[CH:15][CH:16]=2)[N:3]=1.O.[N+]([O-])([O-])=O.[Ce+4].[NH4+].[NH4+].[N+]([O-])([O-])=O.[N+]([O-])([O-])=O.[N+]([O-])([O-])=O.[N+]([O-])([O-])=O.[N+]([O-])([O-])=O.